The task is: Predict the product of the given reaction.. This data is from Forward reaction prediction with 1.9M reactions from USPTO patents (1976-2016). Given the reactants C(OC([NH:8][C:9]1[CH:10]=[C:11]([C:19]2[O:23][N:22]=[C:21]([C:24]3[CH:32]=[CH:31][CH:30]=[C:29]4[C:25]=3[CH2:26][CH2:27][N:28]4[CH2:33][C:34]3([NH:42]C(=O)OC(C)(C)C)[CH2:39][O:38]C(C)(C)[O:36][CH2:35]3)[N:20]=2)[CH:12]=[CH:13][C:14]=1[O:15][CH2:16][CH2:17][CH3:18])=O)(C)(C)C.C(OC1C=C(C2ON=C(C3C=CC=C4C=3CCN4CC3(NC(=O)OC(C)(C)C)COC(C)(C)OC3)N=2)C=CC=1OCC)C, predict the reaction product. The product is: [NH2:42][C:34]([CH2:33][N:28]1[C:29]2[C:25](=[C:24]([C:21]3[N:20]=[C:19]([C:11]4[CH:12]=[CH:13][C:14]([O:15][CH2:16][CH2:17][CH3:18])=[C:9]([NH2:8])[CH:10]=4)[O:23][N:22]=3)[CH:32]=[CH:31][CH:30]=2)[CH2:26][CH2:27]1)([CH2:35][OH:36])[CH2:39][OH:38].